From a dataset of NCI-60 drug combinations with 297,098 pairs across 59 cell lines. Regression. Given two drug SMILES strings and cell line genomic features, predict the synergy score measuring deviation from expected non-interaction effect. (1) Drug 1: C1CC(=O)NC(=O)C1N2CC3=C(C2=O)C=CC=C3N. Drug 2: CC1=CC=C(C=C1)C2=CC(=NN2C3=CC=C(C=C3)S(=O)(=O)N)C(F)(F)F. Cell line: HOP-92. Synergy scores: CSS=6.09, Synergy_ZIP=-2.73, Synergy_Bliss=-2.79, Synergy_Loewe=-0.0539, Synergy_HSA=-0.293. (2) Drug 2: CNC(=O)C1=NC=CC(=C1)OC2=CC=C(C=C2)NC(=O)NC3=CC(=C(C=C3)Cl)C(F)(F)F. Drug 1: CCC1(CC2CC(C3=C(CCN(C2)C1)C4=CC=CC=C4N3)(C5=C(C=C6C(=C5)C78CCN9C7C(C=CC9)(C(C(C8N6C=O)(C(=O)OC)O)OC(=O)C)CC)OC)C(=O)OC)O.OS(=O)(=O)O. Cell line: HOP-62. Synergy scores: CSS=-0.421, Synergy_ZIP=0.0787, Synergy_Bliss=-1.04, Synergy_Loewe=-12.2, Synergy_HSA=-6.75. (3) Drug 1: C1=C(C(=O)NC(=O)N1)N(CCCl)CCCl. Drug 2: C1C(C(OC1N2C=NC3=C(N=C(N=C32)Cl)N)CO)O. Cell line: NCI-H322M. Synergy scores: CSS=-1.74, Synergy_ZIP=1.35, Synergy_Bliss=1.08, Synergy_Loewe=-1.04, Synergy_HSA=-1.41. (4) Drug 1: CC1=C2C(C(=O)C3(C(CC4C(C3C(C(C2(C)C)(CC1OC(=O)C(C(C5=CC=CC=C5)NC(=O)OC(C)(C)C)O)O)OC(=O)C6=CC=CC=C6)(CO4)OC(=O)C)OC)C)OC. Drug 2: CCC1(CC2CC(C3=C(CCN(C2)C1)C4=CC=CC=C4N3)(C5=C(C=C6C(=C5)C78CCN9C7C(C=CC9)(C(C(C8N6C)(C(=O)OC)O)OC(=O)C)CC)OC)C(=O)OC)O.OS(=O)(=O)O. Cell line: SK-MEL-5. Synergy scores: CSS=57.9, Synergy_ZIP=2.76, Synergy_Bliss=0.608, Synergy_Loewe=0.486, Synergy_HSA=6.37. (5) Drug 1: C1=CC(=C2C(=C1NCCNCCO)C(=O)C3=C(C=CC(=C3C2=O)O)O)NCCNCCO. Drug 2: C1=NC2=C(N=C(N=C2N1C3C(C(C(O3)CO)O)F)Cl)N. Cell line: HS 578T. Synergy scores: CSS=27.8, Synergy_ZIP=-2.28, Synergy_Bliss=-3.17, Synergy_Loewe=-11.0, Synergy_HSA=-0.845. (6) Drug 1: C1CN(CCN1C(=O)CCBr)C(=O)CCBr. Drug 2: C1CC(=O)NC(=O)C1N2C(=O)C3=CC=CC=C3C2=O. Cell line: SNB-75. Synergy scores: CSS=6.45, Synergy_ZIP=-2.49, Synergy_Bliss=0.763, Synergy_Loewe=0.0276, Synergy_HSA=0.396. (7) Drug 1: CN1C(=O)N2C=NC(=C2N=N1)C(=O)N. Drug 2: C1=NNC2=C1C(=O)NC=N2. Cell line: KM12. Synergy scores: CSS=1.45, Synergy_ZIP=-0.700, Synergy_Bliss=-5.41, Synergy_Loewe=-2.34, Synergy_HSA=-5.29.